This data is from Full USPTO retrosynthesis dataset with 1.9M reactions from patents (1976-2016). The task is: Predict the reactants needed to synthesize the given product. (1) Given the product [CH3:1][C@H:2]1[CH2:6][CH2:5][CH2:4][N:3]1[C:7]1[N:12]=[C:11]([NH:13][C:14]2[C:15]3[N:16]([CH:29]=[CH:30][N:31]=3)[N:17]=[C:18]([C:20]3[CH:21]=[C:22]([CH:26]=[CH:27][CH:28]=3)[C:23]([NH2:38])=[O:25])[CH:19]=2)[CH:10]=[CH:9][CH:8]=1, predict the reactants needed to synthesize it. The reactants are: [CH3:1][C@H:2]1[CH2:6][CH2:5][CH2:4][N:3]1[C:7]1[N:12]=[C:11]([NH:13][C:14]2[C:15]3[N:16]([CH:29]=[CH:30][N:31]=3)[N:17]=[C:18]([C:20]3[CH:21]=[C:22]([CH:26]=[CH:27][CH:28]=3)[C:23]([OH:25])=O)[CH:19]=2)[CH:10]=[CH:9][CH:8]=1.C1C=CC2N(O)N=[N:38]C=2C=1.CCN(CC)CC.CCN=C=NCCCN(C)C.N. (2) Given the product [NH2:16][C@@H:11]1[CH2:10][CH:9]=[CH:8][CH2:7][CH2:6][C:5](=[O:24])[O:4][C@@H:3]([C:25]2[CH:30]=[CH:29][CH:28]=[CH:27][CH:26]=2)[C@H:2]([CH3:1])[N:13]([CH3:14])[C:12]1=[O:15], predict the reactants needed to synthesize it. The reactants are: [CH3:1][C@@H:2]1[N:13]([CH3:14])[C:12](=[O:15])[C@H:11]([NH:16]C(=O)OC(C)(C)C)[CH2:10][CH:9]=[CH:8][CH2:7][CH2:6][C:5](=[O:24])[O:4][C@H:3]1[C:25]1[CH:30]=[CH:29][CH:28]=[CH:27][CH:26]=1.FC(F)(F)C(O)=O. (3) Given the product [F:14][CH:15]([F:24])[O:16][C:17]1[CH:22]=[CH:21][C:20]([C:2]#[C:1][C:3]2[CH:4]=[C:5]([CH:9]3[O:10][CH2:11][CH2:12][O:13]3)[CH:6]=[CH:7][CH:8]=2)=[CH:19][CH:18]=1, predict the reactants needed to synthesize it. The reactants are: [C:1]([C:3]1[CH:4]=[C:5]([CH:9]2[O:13][CH2:12][CH2:11][O:10]2)[CH:6]=[CH:7][CH:8]=1)#[CH:2].[F:14][CH:15]([F:24])[O:16][C:17]1[CH:22]=[CH:21][C:20](I)=[CH:19][CH:18]=1. (4) The reactants are: [CH:1]([O:4][P:5]([C:11]1[CH:30]=[CH:29][C:14]([O:15][C:16]2[CH:17]=[C:18]([CH:22]=[C:23]([O:25][CH:26]([CH3:28])[CH3:27])[CH:24]=2)[C:19](O)=[O:20])=[CH:13][CH:12]=1)([O:7][CH:8]([CH3:10])[CH3:9])=[O:6])([CH3:3])[CH3:2].[NH2:31][C:32]1[S:33][CH:34]=[CH:35][N:36]=1.C(OC1C=C(C=C(C(=O)NC2SC=CN=2)C=1)OC1C=CC(P(=O)(O)O)=CC=1)(C)C. Given the product [CH:8]([O:7][P:5]([C:11]1[CH:12]=[CH:13][C:14]([O:15][C:16]2[CH:17]=[C:18]([C:19](=[O:20])[NH:31][C:32]3[S:33][CH:34]=[CH:35][N:36]=3)[CH:22]=[C:23]([O:25][CH:26]([CH3:27])[CH3:28])[CH:24]=2)=[CH:29][CH:30]=1)(=[O:6])[O:4][CH:1]([CH3:2])[CH3:3])([CH3:10])[CH3:9], predict the reactants needed to synthesize it. (5) Given the product [Cl:1][C:2]1[C:11]2[C:6](=[CH:7][C:8]([C:13]3[CH:14]=[CH:15][C:16]([OH:19])=[CH:17][CH:18]=3)=[CH:9][C:10]=2[F:12])[CH:5]=[CH:4][C:3]=1[OH:21], predict the reactants needed to synthesize it. The reactants are: [Cl:1][C:2]1[C:11]2[C:6](=[CH:7][C:8]([C:13]3[CH:18]=[CH:17][C:16]([O:19]C)=[CH:15][CH:14]=3)=[CH:9][C:10]=2[F:12])[CH:5]=[CH:4][C:3]=1[OH:21].B(Br)(Br)Br. (6) Given the product [C:1]([O:5][C:6]([N:8]1[CH2:9][CH2:10][N:11]([C:14]([C:16]2[C:17]([CH3:33])=[N:18][C:19]([CH3:32])=[C:20]([C:29](=[O:30])[NH:43][CH2:42][CH2:41][CH2:40][C:34]3[CH:39]=[CH:38][CH:37]=[CH:36][CH:35]=3)[C:21]=2[C:22]2[CH:27]=[CH:26][CH:25]=[C:24]([Cl:28])[CH:23]=2)=[O:15])[CH2:12][CH2:13]1)=[O:7])([CH3:2])([CH3:3])[CH3:4], predict the reactants needed to synthesize it. The reactants are: [C:1]([O:5][C:6]([N:8]1[CH2:13][CH2:12][N:11]([C:14]([C:16]2[CH:21]([C:22]3[CH:27]=[CH:26][CH:25]=[C:24]([Cl:28])[CH:23]=3)[C:20]([C:29](O)=[O:30])=[C:19]([CH3:32])[NH:18][C:17]=2[CH3:33])=[O:15])[CH2:10][CH2:9]1)=[O:7])([CH3:4])([CH3:3])[CH3:2].[C:34]1([CH2:40][CH2:41][CH2:42][NH2:43])[CH:39]=[CH:38][CH:37]=[CH:36][CH:35]=1.CCN=C=NCCCN(C)C.Cl.Cl. (7) The reactants are: [Si]([O:8][C@H:9]1[CH2:14][CH2:13][C@@:12]([C@H:16]2[CH2:33][CH2:32][C@@:31]3([CH3:34])[C@@H:18]([CH2:19][C@H:20]4[C@@H:30]3[C@H:29]([CH3:35])[C@@:22]3([CH2:27][CH2:26][C@@H:25]([CH3:28])[CH2:24][O:23]3)[O:21]4)[C@@H:17]2[CH2:36][NH2:37])([CH3:15])[C@@H:11]([CH2:38][O:39][Si](C(C)(C)C)(C)C)[CH2:10]1)(C(C)(C)C)(C)C.O. Given the product [NH4+:37].[OH-:8].[NH2:37][CH2:36][C@@H:17]1[C@@H:16]([C@@:12]2([CH3:15])[CH2:13][CH2:14][C@H:9]([OH:8])[CH2:10][C@@H:11]2[CH2:38][OH:39])[CH2:33][CH2:32][C@@:31]2([CH3:34])[C@H:18]1[CH2:19][C@H:20]1[C@@H:30]2[C@H:29]([CH3:35])[C@@:22]2([CH2:27][CH2:26][C@@H:25]([CH3:28])[CH2:24][O:23]2)[O:21]1, predict the reactants needed to synthesize it. (8) Given the product [ClH:48].[Cl:48][C:39]1[C:40]([C:44]([F:45])([F:46])[F:47])=[CH:41][CH:42]=[CH:43][C:38]=1[CH2:37][N:22]([CH2:23][CH:24]([C:25]1[CH:30]=[CH:29][CH:28]=[CH:27][CH:26]=1)[C:31]1[CH:32]=[CH:33][CH:34]=[CH:35][CH:36]=1)[CH2:21][CH2:20][CH2:19][O:18][C:14]1[CH:13]=[C:12]([CH2:11][C:10]([NH:9][CH2:8][CH2:7][C:6]([OH:50])=[O:5])=[O:49])[CH:17]=[CH:16][CH:15]=1, predict the reactants needed to synthesize it. The reactants are: C([O:5][C:6](=[O:50])[CH2:7][CH2:8][NH:9][C:10](=[O:49])[CH2:11][C:12]1[CH:17]=[CH:16][CH:15]=[C:14]([O:18][CH2:19][CH2:20][CH2:21][N:22]([CH2:37][C:38]2[CH:43]=[CH:42][CH:41]=[C:40]([C:44]([F:47])([F:46])[F:45])[C:39]=2[Cl:48])[CH2:23][CH:24]([C:31]2[CH:36]=[CH:35][CH:34]=[CH:33][CH:32]=2)[C:25]2[CH:30]=[CH:29][CH:28]=[CH:27][CH:26]=2)[CH:13]=1)(C)(C)C.Cl.